This data is from Catalyst prediction with 721,799 reactions and 888 catalyst types from USPTO. The task is: Predict which catalyst facilitates the given reaction. (1) Reactant: [CH2:1]([O:3][CH:4]([O:7][CH2:8][CH3:9])[CH:5]=[CH2:6])[CH3:2].C12BC(CCC1)CCC2.O1CCCC1.Br[C:25]1[CH:26]=[C:27]2[C:32](=[CH:33][CH:34]=1)[N:31]=[CH:30][CH:29]=[CH:28]2.C(=O)([O-])[O-].[K+].[K+].C1(P(C2CCCCC2)C2CCCCC2)CCCCC1. Product: [CH2:1]([O:3][CH:4]([O:7][CH2:8][CH3:9])[CH2:5][CH2:6][C:25]1[CH:26]=[C:27]2[C:32](=[CH:33][CH:34]=1)[N:31]=[CH:30][CH:29]=[CH:28]2)[CH3:2]. The catalyst class is: 713. (2) Reactant: [Cl:1][C:2]1[CH:24]=[CH:23][C:5]([CH2:6][N:7]2[CH:12]=[C:11]([C:13]3[CH:18]=[CH:17][C:16]([C:19](=[O:21])[CH3:20])=[CH:15][CH:14]=3)[CH:10]=[CH:9][C:8]2=[O:22])=[CH:4][CH:3]=1.[CH3:25][Mg]Br. Product: [Cl:1][C:2]1[CH:3]=[CH:4][C:5]([CH2:6][N:7]2[CH:12]=[C:11]([C:13]3[CH:18]=[CH:17][C:16]([C:19]([OH:21])([CH3:25])[CH3:20])=[CH:15][CH:14]=3)[CH:10]=[CH:9][C:8]2=[O:22])=[CH:23][CH:24]=1. The catalyst class is: 1. (3) Reactant: [CH2:1]([N:3]1[CH2:8][CH2:7][NH:6][CH2:5][CH2:4]1)[CH3:2].C(N(CC)CC)C.[C:16]([O:19][C@H:20]1[CH2:37][CH2:36][C@@:35]2([CH3:38])[C@@H:22]([CH2:23][CH2:24][C@:25]3([CH3:50])[C@@H:34]2[CH2:33][CH2:32][C@H:31]2[C@@:26]3([CH3:49])[CH2:27][CH2:28][C@@:29]3([C:46](Cl)=[O:47])[CH2:41][CH2:40][C@@H:39]([C:42]4([CH3:45])[CH2:44][CH2:43]4)[C@@H:30]32)[C:21]1([CH3:52])[CH3:51])(=[O:18])[CH3:17]. Product: [C:16]([O:19][C@H:20]1[CH2:37][CH2:36][C@@:35]2([CH3:38])[C@@H:22]([CH2:23][CH2:24][C@:25]3([CH3:50])[C@@H:34]2[CH2:33][CH2:32][C@H:31]2[C@@:26]3([CH3:49])[CH2:27][CH2:28][C@@:29]3([C:46]([N:6]4[CH2:7][CH2:8][N:3]([CH2:1][CH3:2])[CH2:4][CH2:5]4)=[O:47])[CH2:41][CH2:40][C@@H:39]([C:42]4([CH3:45])[CH2:44][CH2:43]4)[C@@H:30]32)[C:21]1([CH3:52])[CH3:51])(=[O:18])[CH3:17]. The catalyst class is: 2. (4) Reactant: [Cl:1][C:2]1[N:7]=[CH:6][C:5]([CH:8]=[CH:9][CH2:10][CH2:11][N:12]2[CH:16]=[CH:15][CH:14]=[N:13]2)=[CH:4][N:3]=1. Product: [Cl:1][C:2]1[N:7]=[CH:6][C:5]([CH2:8][CH2:9][CH2:10][CH2:11][N:12]2[CH:16]=[CH:15][CH:14]=[N:13]2)=[CH:4][N:3]=1. The catalyst class is: 458. (5) Reactant: C([O:8][C:9]1[CH:34]=[C:33]([CH2:35][CH3:36])[CH:32]=[CH:31][C:10]=1[O:11][C:12]1[CH:17]=[CH:16][C:15]([S:18]([NH:21][CH2:22][CH2:23][CH2:24][N:25]2[CH:29]=[CH:28][N:27]=[CH:26]2)(=[O:20])=[O:19])=[CH:14][C:13]=1[F:30])C1C=CC=CC=1.O1CCCC1. Product: [CH2:35]([C:33]1[CH:32]=[CH:31][C:10]([O:11][C:12]2[CH:17]=[CH:16][C:15]([S:18]([NH:21][CH2:22][CH2:23][CH2:24][N:25]3[CH:29]=[CH:28][N:27]=[CH:26]3)(=[O:20])=[O:19])=[CH:14][C:13]=2[F:30])=[C:9]([OH:8])[CH:34]=1)[CH3:36]. The catalyst class is: 8. (6) Reactant: [NH2:1][C:2]1[CH:10]=[C:9]([O:11][CH3:12])[CH:8]=[C:7]([O:13][CH3:14])[C:3]=1[C:4]([NH2:6])=[O:5].[CH3:15][C:16]1[CH:17]=[C:18]([CH:21]=[C:22]([CH3:33])[C:23]=1[O:24][CH2:25][CH2:26][N:27]1[CH2:32][CH2:31][O:30][CH2:29][CH2:28]1)[CH:19]=O.II.C(=O)([O-])[O-].[K+].[K+]. Product: [CH3:33][C:22]1[CH:21]=[C:18]([C:19]2[NH:6][C:4](=[O:5])[C:3]3[C:2](=[CH:10][C:9]([O:11][CH3:12])=[CH:8][C:7]=3[O:13][CH3:14])[N:1]=2)[CH:17]=[C:16]([CH3:15])[C:23]=1[O:24][CH2:25][CH2:26][N:27]1[CH2:32][CH2:31][O:30][CH2:29][CH2:28]1. The catalyst class is: 9. (7) Reactant: Cl.[CH2:2]([O:9][C:10](=[O:33])[NH:11][C:12]1[C:17]([F:18])=[CH:16][C:15]([CH2:19][C@H:20]2[C@H:25]([OH:26])[C@@H:24]([NH2:27])[CH2:23][S:22](=[O:28])[CH2:21]2)=[CH:14][C:13]=1[CH2:29][CH2:30][CH2:31][CH3:32])[C:3]1[CH:8]=[CH:7][CH:6]=[CH:5][CH:4]=1.[C:34]([C:38]1[CH:39]=[C:40]([CH:43]=[CH:44][CH:45]=1)[CH:41]=O)([CH3:37])([CH3:36])[CH3:35]. Product: [CH2:2]([O:9][C:10](=[O:33])[NH:11][C:12]1[C:17]([F:18])=[CH:16][C:15]([CH2:19][C@H:20]2[C@H:25]([OH:26])[C@@H:24]([NH:27][CH2:41][C:40]3[CH:43]=[CH:44][CH:45]=[C:38]([C:34]([CH3:37])([CH3:36])[CH3:35])[CH:39]=3)[CH2:23][S:22](=[O:28])[CH2:21]2)=[CH:14][C:13]=1[CH2:29][CH2:30][CH2:31][CH3:32])[C:3]1[CH:8]=[CH:7][CH:6]=[CH:5][CH:4]=1. The catalyst class is: 61.